From a dataset of Full USPTO retrosynthesis dataset with 1.9M reactions from patents (1976-2016). Predict the reactants needed to synthesize the given product. (1) Given the product [CH3:1][O:2][C:3]([C@@H:5]1[CH2:10][CH2:9][C@@H:8]([NH:11][C:12]([O:14][C:15]([CH3:16])([CH3:18])[CH3:17])=[O:13])[C@H:7]([O:19][CH3:20])[CH2:6]1)=[O:4], predict the reactants needed to synthesize it. The reactants are: [CH3:1][O:2][C:3]([C@@H:5]1[CH2:10][CH2:9][C@@H:8]([NH:11][C:12]([O:14][C:15]([CH3:18])([CH3:17])[CH3:16])=[O:13])[C@H:7]([OH:19])[CH2:6]1)=[O:4].[CH3:20]I. (2) Given the product [CH2:11]([O:13][C:14](=[O:23])[CH2:15][C:16]1[CH:17]=[CH:18][C:19]([NH:22][CH:1]=[O:3])=[CH:20][CH:21]=1)[CH3:12], predict the reactants needed to synthesize it. The reactants are: [C:1](OC(=O)C)(=[O:3])C.C(O)=O.[CH2:11]([O:13][C:14](=[O:23])[CH2:15][C:16]1[CH:21]=[CH:20][C:19]([NH2:22])=[CH:18][CH:17]=1)[CH3:12].C([O-])([O-])=O.[Na+].[Na+]. (3) Given the product [CH3:21][C:11]1[CH:16]=[CH:15][C:14]([S:17]([O:8][CH2:7][C:5]2[CH:6]=[N:1][CH:2]=[N:3][CH:4]=2)(=[O:19])=[O:18])=[CH:13][CH:12]=1, predict the reactants needed to synthesize it. The reactants are: [N:1]1[CH:6]=[C:5]([CH2:7][OH:8])[CH:4]=[N:3][CH:2]=1.[H-].[Na+].[C:11]1([CH3:21])[CH:16]=[CH:15][C:14]([S:17](Cl)(=[O:19])=[O:18])=[CH:13][CH:12]=1.